This data is from Forward reaction prediction with 1.9M reactions from USPTO patents (1976-2016). The task is: Predict the product of the given reaction. (1) The product is: [C:12]([OH:15])(=[O:14])[CH3:13].[OH:1][CH2:2][CH2:3][CH:4]1[CH2:9][CH2:8][NH:7][CH2:6][CH2:5]1. Given the reactants [OH:1][CH2:2][CH2:3][C:4]1[CH:9]=[CH:8][N:7]=[CH:6][CH:5]=1.[H][H].[C:12]([OH:15])(=[O:14])[CH3:13], predict the reaction product. (2) Given the reactants [CH:1]1([CH2:4][O:5][CH2:6][C:7]2[CH:8]=[CH:9][C:10]([NH2:14])=[N:11][C:12]=2[CH3:13])[CH2:3][CH2:2]1.[F:15][C:16]1[CH:17]=[CH:18][C:19]([CH3:26])=[C:20]([S:22](Cl)(=[O:24])=[O:23])[CH:21]=1, predict the reaction product. The product is: [CH:1]1([CH2:4][O:5][CH2:6][C:7]2[CH:8]=[CH:9][C:10]([NH:14][S:22]([C:20]3[CH:21]=[C:16]([F:15])[CH:17]=[CH:18][C:19]=3[CH3:26])(=[O:23])=[O:24])=[N:11][C:12]=2[CH3:13])[CH2:3][CH2:2]1. (3) Given the reactants [F:1][C:2]1[CH:7]=[CH:6][C:5]([CH2:8][C:9]#[N:10])=[CH:4][CH:3]=1.[O-]CC.[Na+].[N:15](OCCC(C)C)=[O:16], predict the reaction product. The product is: [F:1][C:2]1[CH:7]=[CH:6][C:5]([C:8]([C:9]#[N:10])=[N:15][OH:16])=[CH:4][CH:3]=1. (4) Given the reactants C(Cl)(=[O:3])C.[Cl:5][C:6]1[CH:11]=[CH:10][C:9]([C:12]2[N:17]=C(C#N)[CH:15]=[CH:14][C:13]=2[O:20][CH2:21][CH:22]2[CH2:24][CH2:23]2)=[CH:8][CH:7]=1.[CH2:25]([OH:27])[CH3:26], predict the reaction product. The product is: [Cl:5][C:6]1[CH:11]=[CH:10][C:9]([C:12]2[N:17]=[C:26]([C:25]([OH:3])=[O:27])[CH:15]=[CH:14][C:13]=2[O:20][CH2:21][CH:22]2[CH2:24][CH2:23]2)=[CH:8][CH:7]=1. (5) Given the reactants [CH3:1][C:2]1[CH:7]=[C:6]([CH3:8])[CH:5]=[C:4]([CH3:9])[CH:3]=1.C1(=O)OOC(=[O:14])C2=CC=CC=C12.ClC(Cl)C.C(O)C(F)(F)F.C(O)(C(F)(F)F)C(F)(F)F, predict the reaction product. The product is: [CH3:1][C:2]1[CH:7]=[C:6]([CH3:8])[CH:5]=[C:4]([CH3:9])[C:3]=1[OH:14]. (6) Given the reactants [CH:1]1([C:6]2[CH:11]=[C:10]([C:12]3[O:16][N:15]=[C:14]([C:17]4[CH:22]=[C:21]([CH3:23])[C:20]([OH:24])=[C:19]([CH2:25][CH3:26])[CH:18]=4)[N:13]=3)[CH:9]=[C:8]([O:27][CH3:28])[N:7]=2)[CH2:5][CH2:4][CH2:3][CH2:2]1.[H-].[Na+].Br[CH2:32][C:33]([O:35]CC)=[O:34], predict the reaction product. The product is: [CH:1]1([C:6]2[CH:11]=[C:10]([C:12]3[O:16][N:15]=[C:14]([C:17]4[CH:22]=[C:21]([CH3:23])[C:20]([O:24][CH2:32][C:33]([OH:35])=[O:34])=[C:19]([CH2:25][CH3:26])[CH:18]=4)[N:13]=3)[CH:9]=[C:8]([O:27][CH3:28])[N:7]=2)[CH2:2][CH2:3][CH2:4][CH2:5]1. (7) Given the reactants [F:1][C:2]1[CH:7]=[CH:6][C:5]([SH:8])=[CH:4][CH:3]=1.Br[CH2:10][CH2:11][CH2:12][OH:13].[OH-].[Na+], predict the reaction product. The product is: [F:1][C:2]1[CH:7]=[CH:6][C:5]([S:8][CH2:10][CH2:11][CH2:12][OH:13])=[CH:4][CH:3]=1. (8) Given the reactants N1(O[C:11](=[O:19])[C:12]2[CH:17]=[CH:16][C:15]([NH2:18])=[CH:14][CH:13]=2)C2C=CC=CC=2N=N1.[NH2:20][CH:21]1[CH2:26][CH2:25][N:24]([CH2:27][CH3:28])[CH2:23][CH2:22]1.C(N(CC)CC)C, predict the reaction product. The product is: [NH2:18][C:15]1[CH:14]=[CH:13][C:12]([C:11]([NH:20][CH:21]2[CH2:26][CH2:25][N:24]([CH2:27][CH3:28])[CH2:23][CH2:22]2)=[O:19])=[CH:17][CH:16]=1. (9) Given the reactants C([O:4][CH2:5][C:6]([C:8]1[CH:13]=[C:12]([C:14](=[O:17])[CH:15]=[CH2:16])[C:11]([OH:18])=[CH:10][C:9]=1[OH:19])=[O:7])(=O)C.[H-].[Na+].[C:22](Cl)(=O)[CH:23]=[CH2:24].O, predict the reaction product. The product is: [CH:23]([C:24]1[O:19][C:9]2[C:8]([C:6](=[O:7])[C:5]=1[OH:4])=[CH:13][C:12]([C:14](=[O:17])[CH:15]=[CH2:16])=[C:11]([OH:18])[CH:10]=2)=[CH2:22]. (10) Given the reactants [N:1]1[NH:2][N:3]=[N:4][C:5]=1[CH2:6][O:7][C:8]1[CH:17]=[CH:16][C:11]([C:12]([O:14]C)=[O:13])=[CH:10][CH:9]=1.C(Cl)Cl.CO, predict the reaction product. The product is: [N:4]1[NH:3][N:2]=[N:1][C:5]=1[CH2:6][O:7][C:8]1[CH:9]=[CH:10][C:11]([C:12]([OH:14])=[O:13])=[CH:16][CH:17]=1.